Dataset: Reaction yield outcomes from USPTO patents with 853,638 reactions. Task: Predict the reaction yield, written as a fraction of the theoretical maximum amount of product (1.0 means a 100% yield; for example, 0.34 means a 34% yield). (1) The reactants are [Br:1][C:2]1[N:3]=[CH:4][N:5]([C:7]2[CH:12]=[CH:11][C:10]([N+:13]([O-])=O)=[CH:9][C:8]=2[O:16][CH3:17])[CH:6]=1.O.C(=O)([O-])O.[Na+]. The catalyst is C(OCC)(=O)C.C(O)C. The product is [Br:1][C:2]1[N:3]=[CH:4][N:5]([C:7]2[CH:12]=[CH:11][C:10]([NH2:13])=[CH:9][C:8]=2[O:16][CH3:17])[CH:6]=1. The yield is 1.00. (2) The reactants are [CH3:1][O:2][C:3]([C:5]1([C:8]2[CH:13]=[CH:12][C:11]([O:14][CH2:15][CH2:16][C:17]([OH:19])=O)=[CH:10][CH:9]=2)[CH2:7][CH2:6]1)=[O:4].C(Cl)(=O)C(Cl)=O. The catalyst is C(Cl)Cl.CN(C=O)C. The product is [O:19]=[C:17]1[C:10]2[C:11](=[CH:12][CH:13]=[C:8]([C:5]3([C:3]([OH:2])=[O:4])[CH2:6][CH2:7]3)[CH:9]=2)[O:14][CH2:15][CH2:16]1.[O:19]=[C:17]1[C:10]2[C:11](=[CH:12][CH:13]=[C:8]([C:5]3([C:3]([O:2][CH3:1])=[O:4])[CH2:6][CH2:7]3)[CH:9]=2)[O:14][CH2:15][CH2:16]1. The yield is 0.190.